Dataset: Full USPTO retrosynthesis dataset with 1.9M reactions from patents (1976-2016). Task: Predict the reactants needed to synthesize the given product. (1) Given the product [C:1]([O:4][C@@H:5]1[C@@H:37]([O:38][C:39](=[O:41])[CH3:40])[C@H:36]([O:42][C:43](=[O:45])[CH3:44])[C@@H:35]([CH2:46][O:47][C:48](=[O:50])[CH3:49])[O:34][C@H:6]1[O:7][C:8]1[CH:13]=[C:12]([NH2:14])[CH:11]=[CH:10][C:9]=1[CH2:25][C:26]1[CH:31]=[CH:30][C:29]([CH2:32][CH3:33])=[CH:28][CH:27]=1)(=[O:3])[CH3:2], predict the reactants needed to synthesize it. The reactants are: [C:1]([O:4][C@@H:5]1[C@@H:37]([O:38][C:39](=[O:41])[CH3:40])[C@H:36]([O:42][C:43](=[O:45])[CH3:44])[C@@H:35]([CH2:46][O:47][C:48](=[O:50])[CH3:49])[O:34][C@H:6]1[O:7][C:8]1[CH:13]=[C:12]([NH:14]C(OCC2C=CC=CC=2)=O)[CH:11]=[CH:10][C:9]=1[CH2:25][C:26]1[CH:31]=[CH:30][C:29]([CH2:32][CH3:33])=[CH:28][CH:27]=1)(=[O:3])[CH3:2]. (2) Given the product [CH2:34]([O:33][CH:29]([O:30][CH2:31][CH3:32])[C@@H:28]([N:16]([CH2:17][C:18]1[CH:19]=[CH:20][CH:21]=[C:22]2[C:27]=1[N:26]=[CH:25][CH:24]=[CH:23]2)[C:14](=[O:15])[C@@H:13]([NH:12][C:8](=[O:10])[CH2:7][O:6][NH:5][C:4]([NH:3][CH2:1][CH3:2])=[O:11])[CH2:37][C:38](=[O:39])[NH:40][C:41]([C:54]1[CH:55]=[CH:56][CH:57]=[CH:58][CH:59]=1)([C:42]1[CH:47]=[CH:46][CH:45]=[CH:44][CH:43]=1)[C:48]1[CH:49]=[CH:50][CH:51]=[CH:52][CH:53]=1)[CH3:36])[CH3:35], predict the reactants needed to synthesize it. The reactants are: [CH2:1]([NH:3][C:4](=[O:11])[NH:5][O:6][CH2:7][C:8]([OH:10])=O)[CH3:2].[NH2:12][C@@H:13]([CH2:37][C:38]([NH:40][C:41]([C:54]1[CH:59]=[CH:58][CH:57]=[CH:56][CH:55]=1)([C:48]1[CH:53]=[CH:52][CH:51]=[CH:50][CH:49]=1)[C:42]1[CH:47]=[CH:46][CH:45]=[CH:44][CH:43]=1)=[O:39])[C:14]([N:16]([C@@H:28]([CH3:36])[CH:29]([O:33][CH2:34][CH3:35])[O:30][CH2:31][CH3:32])[CH2:17][C:18]1[CH:19]=[CH:20][CH:21]=[C:22]2[C:27]=1[N:26]=[CH:25][CH:24]=[CH:23]2)=[O:15]. (3) Given the product [F:43][C:40]1[CH:39]=[CH:38][C:37]([CH2:36][N:33]2[C:34](=[O:35])[C:16]3[C:15]([OH:14])=[C:24]4[C:19]([CH:20]=[CH:21][CH:22]=[N:23]4)=[CH:18][C:17]=3[CH2:32]2)=[CH:42][CH:41]=1, predict the reactants needed to synthesize it. The reactants are: C([O:14][C:15]1[C:16]2[C:34](=[O:35])[N:33]([CH2:36][C:37]3[CH:42]=[CH:41][C:40]([F:43])=[CH:39][CH:38]=3)[CH2:32][C:17]=2[C:18](C2C(C)=NOC=2C)=[C:19]2[C:24]=1[N:23]=[CH:22][CH:21]=[CH:20]2)(C1C=CC=CC=1)C1C=CC=CC=1.FC(F)(F)C(O)=O.C([SiH](CC)CC)C. (4) Given the product [C:1]12([C:6]([O:8][CH3:9])=[O:7])[O:18][CH:5]1[CH2:4][CH2:3][CH2:2]2, predict the reactants needed to synthesize it. The reactants are: [C:1]1([C:6]([O:8][CH3:9])=[O:7])[CH2:5][CH2:4][CH2:3][CH:2]=1.ClC1C=CC=C(C(OO)=[O:18])C=1.